Predict which catalyst facilitates the given reaction. From a dataset of Catalyst prediction with 721,799 reactions and 888 catalyst types from USPTO. (1) Reactant: Br[C:2]1[CH:3]=[N:4][CH:5]=[CH:6][C:7]=1[N:8]1[CH2:13][CH2:12][CH:11]([C:14]([NH2:16])=[O:15])[CH2:10][CH2:9]1.[C:17]1(B(O)O)[CH:22]=[CH:21][CH:20]=[CH:19][CH:18]=1.P([O-])([O-])([O-])=O.C(=O)([O-])O.[Na+]. Product: [C:17]1([C:2]2[CH:3]=[N:4][CH:5]=[CH:6][C:7]=2[N:8]2[CH2:13][CH2:12][CH:11]([C:14]([NH2:16])=[O:15])[CH2:10][CH2:9]2)[CH:22]=[CH:21][CH:20]=[CH:19][CH:18]=1. The catalyst class is: 109. (2) Reactant: [CH3:1][S:2][C:3]1[CH:8]=[CH:7][C:6]([C:9]2[O:13][N:12]=[CH:11][C:10]=2[C:14](OCC)=[O:15])=[CH:5][CH:4]=1.[H-].C([Al+]CC(C)C)C(C)C.Cl. Product: [CH3:1][S:2][C:3]1[CH:4]=[CH:5][C:6]([C:9]2[O:13][N:12]=[CH:11][C:10]=2[CH2:14][OH:15])=[CH:7][CH:8]=1. The catalyst class is: 7. (3) Reactant: CNC(=O)C1C=CC(N2CCC(=O)N(C3C=CC(C#N)=C(C(F)(F)F)C=3)C2=O)=CC=1.[C:31]([O:35][CH2:36][CH3:37])(=[O:34])[CH:32]=[CH2:33].C1CCN2C(=NCCC2)CC1.[NH2:49][C:50]1[CH:59]=[CH:58][C:53]([C:54]([NH:56][CH3:57])=[O:55])=[C:52]([F:60])[CH:51]=1. Product: [CH3:57][NH:56][C:54]([C:53]1[CH:58]=[CH:59][C:50]([NH:49][CH2:33][CH2:32][C:31]([O:35][CH2:36][CH3:37])=[O:34])=[CH:51][C:52]=1[F:60])=[O:55]. The catalyst class is: 16. (4) Reactant: [F:1][C:2]1[CH:9]=[CH:8][C:5]([C:6]#[N:7])=[CH:4][C:3]=1[CH2:10]O.P(Br)(Br)[Br:13]. Product: [Br:13][CH2:10][C:3]1[CH:4]=[C:5]([CH:8]=[CH:9][C:2]=1[F:1])[C:6]#[N:7]. The catalyst class is: 2. (5) Reactant: [N+:1]([C:4]1[N:5]=[CH:6][N:7]([C@@H:9]2[CH2:12][C@H:11]([O:13][S:14]([C:17]3[CH:22]=[CH:21][C:20]([CH3:23])=[CH:19][CH:18]=3)(=[O:16])=[O:15])[CH2:10]2)[CH:8]=1)([O-])=O.CCN(CC)CC.[C:31]1([CH2:41][C:42](O)=[O:43])[C:40]2[C:35](=[CH:36][CH:37]=[CH:38][CH:39]=2)[CH:34]=[CH:33][CH:32]=1. Product: [C:31]1([CH2:41][C:42]([NH:1][C:4]2[N:5]=[CH:6][N:7]([C@H:9]3[CH2:12][C@H:11]([O:13][S:14]([C:17]4[CH:22]=[CH:21][C:20]([CH3:23])=[CH:19][CH:18]=4)(=[O:16])=[O:15])[CH2:10]3)[CH:8]=2)=[O:43])[C:40]2[C:35](=[CH:36][CH:37]=[CH:38][CH:39]=2)[CH:34]=[CH:33][CH:32]=1. The catalyst class is: 78. (6) Reactant: Br[C:2]1[CH:7]=[CH:6][C:5]([N:8]2[C:17]3[C:12](=[CH:13][CH:14]=[CH:15][CH:16]=3)[CH2:11][CH2:10][CH2:9]2)=[C:4]([N+:18]([O-:20])=[O:19])[CH:3]=1.B([C:24]1[CH:32]=[C:31]([F:33])[CH:30]=[CH:29][C:25]=1[C:26]([OH:28])=[O:27])(O)O.C([O-])([O-])=O.[K+].[K+].O. Product: [N:8]1([C:5]2[CH:6]=[CH:7][C:2]([C:24]3[C:25]([C:26]([OH:28])=[O:27])=[CH:29][CH:30]=[C:31]([F:33])[CH:32]=3)=[CH:3][C:4]=2[N+:18]([O-:20])=[O:19])[C:17]2[C:12](=[CH:13][CH:14]=[CH:15][CH:16]=2)[CH2:11][CH2:10][CH2:9]1. The catalyst class is: 3.